Dataset: NCI-60 drug combinations with 297,098 pairs across 59 cell lines. Task: Regression. Given two drug SMILES strings and cell line genomic features, predict the synergy score measuring deviation from expected non-interaction effect. (1) Synergy scores: CSS=-2.55, Synergy_ZIP=-8.95, Synergy_Bliss=-19.4, Synergy_Loewe=-36.6, Synergy_HSA=-19.6. Cell line: NCI/ADR-RES. Drug 1: CNC(=O)C1=CC=CC=C1SC2=CC3=C(C=C2)C(=NN3)C=CC4=CC=CC=N4. Drug 2: CC1=C(N=C(N=C1N)C(CC(=O)N)NCC(C(=O)N)N)C(=O)NC(C(C2=CN=CN2)OC3C(C(C(C(O3)CO)O)O)OC4C(C(C(C(O4)CO)O)OC(=O)N)O)C(=O)NC(C)C(C(C)C(=O)NC(C(C)O)C(=O)NCCC5=NC(=CS5)C6=NC(=CS6)C(=O)NCCC[S+](C)C)O. (2) Drug 1: C1CN(CCN1C(=O)CCBr)C(=O)CCBr. Drug 2: CC12CCC3C(C1CCC2OP(=O)(O)O)CCC4=C3C=CC(=C4)OC(=O)N(CCCl)CCCl.[Na+]. Cell line: EKVX. Synergy scores: CSS=10.5, Synergy_ZIP=0.0827, Synergy_Bliss=5.16, Synergy_Loewe=-0.0542, Synergy_HSA=-0.0727.